Dataset: Catalyst prediction with 721,799 reactions and 888 catalyst types from USPTO. Task: Predict which catalyst facilitates the given reaction. (1) Reactant: [Br:1][C:2]1[C:3](=[O:10])[NH:4][C:5](=O)[NH:6][C:7]=1[Cl:8].[C:11]([O-:14])([O-])=O.[K+].[K+].[CH2:17](Br)[C:18]1[CH:23]=[CH:22][CH:21]=[CH:20][CH:19]=1.O. Product: [CH2:5]([N:6]1[C:7]([Cl:8])=[C:2]([Br:1])[C:3](=[O:10])[N:4]([CH2:17][C:18]2[CH:23]=[CH:22][CH:21]=[CH:20][CH:19]=2)[C:11]1=[O:14])[C:18]1[CH:23]=[CH:22][CH:21]=[CH:20][CH:19]=1. The catalyst class is: 31. (2) Reactant: [Br:1][C:2]1[CH:3]=[C:4]([NH:9][CH:10]([CH2:13][CH3:14])[CH2:11][CH3:12])[C:5]([NH2:8])=[N:6][CH:7]=1.C1N=CN([C:20](N2C=NC=C2)=[O:21])C=1. Product: [Br:1][C:2]1[CH:3]=[C:4]2[N:9]([CH:10]([CH2:13][CH3:14])[CH2:11][CH3:12])[C:20]([OH:21])=[N:8][C:5]2=[N:6][CH:7]=1. The catalyst class is: 12.